The task is: Predict the reactants needed to synthesize the given product.. This data is from Full USPTO retrosynthesis dataset with 1.9M reactions from patents (1976-2016). (1) Given the product [CH3:1][C:2]1([C:11]2[CH:12]=[CH:13][CH:14]=[CH:15][CH:16]=2)[C:3](=[O:4])[CH:5]=[C:6]([C:8]([NH:17][CH2:18][CH2:19][O:20][CH2:21][CH2:22][NH:23][C:24](=[O:30])[O:25][C:26]([CH3:28])([CH3:27])[CH3:29])=[O:10])[O:7]1, predict the reactants needed to synthesize it. The reactants are: [CH3:1][C:2]1([C:11]2[CH:12]=[CH:13][CH:14]=[CH:15][CH:16]=2)[O:7][C:6]([C:8]([OH:10])=O)=[CH:5][C:3]1=[O:4].[NH2:17][CH2:18][CH2:19][O:20][CH2:21][CH2:22][NH:23][C:24](=[O:30])[O:25][C:26]([CH3:29])([CH3:28])[CH3:27].C(Cl)CCl. (2) Given the product [I:15][C:13]1[C:7]2[C:8](=[CH:9][N:10]=[C:5](/[N:4]=[CH:3]/[N:2]([CH3:14])[CH3:1])[CH:6]=2)[NH:11][CH:12]=1, predict the reactants needed to synthesize it. The reactants are: [CH3:1][N:2]([CH3:14])/[CH:3]=[N:4]/[C:5]1[CH:6]=[C:7]2[CH:13]=[CH:12][NH:11][C:8]2=[CH:9][N:10]=1.[I:15]N1C(=O)CCC1=O. (3) Given the product [OH:19][CH:8]([C:4]1[CH:5]=[CH:6][CH:7]=[C:2]([C:24]#[C:23][CH:22]([OH:25])[CH:21]([CH3:26])[CH3:20])[CH:3]=1)[CH2:9][CH2:10][NH:11][C:12](=[O:18])[O:13][C:14]([CH3:17])([CH3:16])[CH3:15], predict the reactants needed to synthesize it. The reactants are: Br[C:2]1[CH:3]=[C:4]([CH:8]([OH:19])[CH2:9][CH2:10][NH:11][C:12](=[O:18])[O:13][C:14]([CH3:17])([CH3:16])[CH3:15])[CH:5]=[CH:6][CH:7]=1.[CH3:20][CH:21]([CH3:26])[CH:22]([OH:25])[C:23]#[CH:24]. (4) Given the product [Cl:1][C:2]1[CH:3]=[C:4]([C:12]2[O:16][N:15]=[C:14]([C:17]3[CH:18]=[CH:19][CH:20]=[C:21]4[C:25]=3[N:24]([CH3:26])[CH:23]=[C:22]4[CH2:27][CH2:28][NH:29][CH2:30][CH2:31][C:32]([OH:34])=[O:33])[N:13]=2)[CH:5]=[CH:6][C:7]=1[O:8][CH:9]([CH3:10])[CH3:11], predict the reactants needed to synthesize it. The reactants are: [Cl:1][C:2]1[CH:3]=[C:4]([C:12]2[O:16][N:15]=[C:14]([C:17]3[CH:18]=[CH:19][CH:20]=[C:21]4[C:25]=3[N:24]([CH3:26])[CH:23]=[C:22]4[CH2:27][CH2:28][NH:29][CH2:30][CH2:31][C:32]([O:34]CC)=[O:33])[N:13]=2)[CH:5]=[CH:6][C:7]=1[O:8][CH:9]([CH3:11])[CH3:10].[OH-].[Na+].Cl.